From a dataset of Forward reaction prediction with 1.9M reactions from USPTO patents (1976-2016). Predict the product of the given reaction. (1) Given the reactants [CH:1]1[C:11]2[CH:10]([O:12][CH2:13][CH2:14][OH:15])[C:9]3[CH:16]=[CH:17][CH:18]=[CH:19][C:8]=3[CH2:7][O:6][C:5]=2[CH:4]=[CH:3][CH:2]=1.C(P(CCCC)CCCC)CCC.[CH2:33]([O:35][C:36](=[O:49])[CH:37]([O:46][CH2:47][CH3:48])[CH2:38][C:39]1[CH:44]=[CH:43][C:42](O)=[CH:41][CH:40]=1)[CH3:34].C1CCN(C(N=NC(N2CCCCC2)=O)=O)CC1, predict the reaction product. The product is: [CH2:33]([O:35][C:36](=[O:49])[CH:37]([O:46][CH2:47][CH3:48])[CH2:38][C:39]1[CH:44]=[CH:43][C:42]([O:15][CH2:14][CH2:13][O:12][CH:10]2[C:9]3[CH:16]=[CH:17][CH:18]=[CH:19][C:8]=3[CH2:7][O:6][C:5]3[CH:4]=[CH:3][CH:2]=[CH:1][C:11]2=3)=[CH:41][CH:40]=1)[CH3:34]. (2) Given the reactants [OH:1][CH:2]([C:27]([CH3:30])([CH3:29])[CH3:28])[CH2:3][O:4][C:5]1[CH:10]=[CH:9][C:8]([C:11]([C:16]2[CH:24]=[CH:23][C:19]([C:20](O)=[O:21])=[C:18]([CH3:25])[CH:17]=2)([CH2:14][CH3:15])[CH2:12][CH3:13])=[CH:7][C:6]=1[CH3:26].Cl.[NH2:32][CH2:33][CH2:34][S:35]([CH3:38])(=[O:37])=[O:36].C1C=CC2N(O)N=NC=2C=1.CCN(CC)CC.CCN=C=NCCCN(C)C, predict the reaction product. The product is: [CH2:12]([C:11]([C:16]1[CH:24]=[CH:23][C:19]([C:20]([NH:32][CH2:33][CH2:34][S:35]([CH3:38])(=[O:37])=[O:36])=[O:21])=[C:18]([CH3:25])[CH:17]=1)([C:8]1[CH:9]=[CH:10][C:5]([O:4][CH2:3][CH:2]([OH:1])[C:27]([CH3:30])([CH3:28])[CH3:29])=[C:6]([CH3:26])[CH:7]=1)[CH2:14][CH3:15])[CH3:13]. (3) Given the reactants [CH2:1]([O:8][C:9]([N:11]1[CH2:17][C:16]2[CH:18]=[C:19](/[CH:22]=[CH:23]/[C:24]([O:26]C(C)(C)C)=[O:25])[CH:20]=[N:21][C:15]=2[NH:14][C:13](=[O:31])[CH2:12]1)=[O:10])[C:2]1[CH:7]=[CH:6][CH:5]=[CH:4][CH:3]=1.C(O)(C(F)(F)F)=O.C(Cl)[Cl:40], predict the reaction product. The product is: [ClH:40].[CH2:1]([O:8][C:9]([N:11]1[CH2:17][C:16]2[CH:18]=[C:19](/[CH:22]=[CH:23]/[C:24]([OH:26])=[O:25])[CH:20]=[N:21][C:15]=2[NH:14][C:13](=[O:31])[CH2:12]1)=[O:10])[C:2]1[CH:7]=[CH:6][CH:5]=[CH:4][CH:3]=1. (4) Given the reactants Br[C:2]1[N:10]([CH2:11][C:12]2[CH:17]=[CH:16][C:15]([Cl:18])=[CH:14][CH:13]=2)[C:9]2[C:8](=[O:19])[N:7]([CH3:20])[C:6](=[O:21])[N:5]([CH3:22])[C:4]=2[N:3]=1.[F:23][C:24]([F:33])([F:32])[C:25]1[CH:26]=[C:27]([SH:31])[CH:28]=[CH:29][CH:30]=1.C(=O)([O-])[O-].[K+].[K+], predict the reaction product. The product is: [Cl:18][C:15]1[CH:16]=[CH:17][C:12]([CH2:11][N:10]2[C:9]3[C:8](=[O:19])[N:7]([CH3:20])[C:6](=[O:21])[N:5]([CH3:22])[C:4]=3[N:3]=[C:2]2[S:31][C:27]2[CH:28]=[CH:29][CH:30]=[C:25]([C:24]([F:23])([F:32])[F:33])[CH:26]=2)=[CH:13][CH:14]=1.